Dataset: Forward reaction prediction with 1.9M reactions from USPTO patents (1976-2016). Task: Predict the product of the given reaction. (1) Given the reactants C[O:2][C:3](=[O:20])[C:4]1[CH:9]=[C:8]([N+:10]([O-:12])=[O:11])[C:7]([N:13](C(=O)C)[CH3:14])=[CH:6][C:5]=1[O:18][CH3:19].[OH-].[Na+], predict the reaction product. The product is: [CH3:19][O:18][C:5]1[CH:6]=[C:7]([NH:13][CH3:14])[C:8]([N+:10]([O-:12])=[O:11])=[CH:9][C:4]=1[C:3]([OH:20])=[O:2]. (2) The product is: [ClH:48].[CH3:13][N:14]1[C:2]2[CH:3]=[C:4]([N:23]3[CH:28]=[CH:27][C:26]([C:29]4[CH:30]=[N:31][C:32]([C:35]([F:38])([F:37])[F:36])=[CH:33][CH:34]=4)=[N:25][C:24]3=[O:39])[CH:10]=[CH:9][C:8]=2[C:7]2[CH2:6][NH:5][CH2:40][CH2:12][CH2:11][C:15]1=2. Given the reactants C[CH:2]1[C:8]2[CH2:9][CH2:10][C:11]3[CH2:12][CH:13](C(OCCCC)=O)[NH:14][C:15]=3[C:7]=2[CH:6]=[N:5][C:4]([N:23]2[CH:28]=[CH:27][C:26]([C:29]3[CH:30]=[N:31][C:32]([C:35]([F:38])([F:37])[F:36])=[CH:33][CH:34]=3)=[N:25][C:24]2=[O:39])=[CH:3]1.[C:40](O)(C(F)(F)F)=O.C(Cl)[Cl:48], predict the reaction product. (3) Given the reactants [Cl:1][C:2]1[CH:3]=[C:4]([C:8]2[C:17]3[C:12](=[CH:13][CH:14]=[C:15]([C:18]([C:27]4[N:31]([CH3:32])[CH:30]=[N:29][CH:28]=4)([C:20]4[CH:25]=[CH:24][C:23]([CH3:26])=[CH:22][CH:21]=4)O)[CH:16]=3)[N:11]3[N:33]=[N:34][N:35]=[C:10]3[N:9]=2)[CH:5]=[CH:6][CH:7]=1.S(Cl)([Cl:38])=O, predict the reaction product. The product is: [ClH:1].[Cl:38][C:18]([C:27]1[N:31]([CH3:32])[CH:30]=[N:29][CH:28]=1)([C:20]1[CH:21]=[CH:22][C:23]([CH3:26])=[CH:24][CH:25]=1)[C:15]1[CH:16]=[C:17]2[C:12](=[CH:13][CH:14]=1)[N:11]1[N:33]=[N:34][N:35]=[C:10]1[N:9]=[C:8]2[C:4]1[CH:5]=[CH:6][CH:7]=[C:2]([Cl:1])[CH:3]=1. (4) The product is: [CH3:20][O:12][C:11](=[O:13])[CH2:10][CH2:9][C:8]([C:5]1[CH:4]=[CH:3][C:2]([Br:1])=[CH:7][CH:6]=1)=[O:14]. Given the reactants [Br:1][C:2]1[CH:7]=[CH:6][C:5]([C:8](=[O:14])[CH2:9][CH2:10][C:11]([OH:13])=[O:12])=[CH:4][CH:3]=1.OS(O)(=O)=O.[CH3:20]O, predict the reaction product. (5) Given the reactants [N:1]1[C:6]2=[C:7]3[C:16](=[CH:17][CH:18]=[C:5]2[CH:4]=[CH:3][CH:2]=1)[N:15]=[C:14]1[C:9]([C:10]([C:19](O)=[O:20])=[CH:11][CH:12]=[CH:13]1)=[N:8]3.[CH3:22][N:23]([CH3:27])[CH2:24][CH2:25][NH2:26], predict the reaction product. The product is: [CH3:22][N:23]([CH3:27])[CH2:24][CH2:25][NH:26][C:19]([C:10]1[C:9]2[C:14](=[N:15][C:16]3[C:7]([N:8]=2)=[C:6]2[N:1]=[CH:2][CH:3]=[CH:4][C:5]2=[CH:18][CH:17]=3)[CH:13]=[CH:12][CH:11]=1)=[O:20]. (6) Given the reactants NC(N)=O.C(S)[C@@H](O)[C@H](O)CS.ICC(N)=O.CCCCCCCCCCCCOS([O-])(=O)=O.[Na+].CCC(COC(C(N(CC[NH+](C)C)C)=O)(C1C=CC=CC=1)C1C=CC=CC=1)CC.[Cl-].CCCC[CH:70]([CH2:73][CH2:74][CH:75]([O:80]S([O-])(=O)=O)[CH2:76][CH:77](C)C)[CH2:71]C.[Na+].[Na+].[Cl-].C([N:99]([CH2:104][C:105]([OH:107])=[O:106])CC(O)=O)C[N:99](CC(O)=O)[CH2:104][C:105]([OH:107])=[O:106], predict the reaction product. The product is: [NH2:99][C@H:104]([C:105]([OH:107])=[O:106])[CH2:71][C:70]1[CH:73]=[CH:74][C:75]([OH:80])=[CH:76][CH:77]=1. (7) Given the reactants Cl[C:2]1[C:7]([O:8][CH3:9])=[CH:6][C:5]([F:10])=[CH:4][N:3]=1.CC(C)([O-])C.[Na+].C1C=CC(P(C2C(C3C(P(C4C=CC=CC=4)C4C=CC=CC=4)=CC=C4C=3C=CC=C4)=C3C(C=CC=C3)=CC=2)C2C=CC=CC=2)=CC=1.C(=[NH:76])(C1C=CC=CC=1)C1C=CC=CC=1, predict the reaction product. The product is: [F:10][C:5]1[CH:6]=[C:7]([O:8][CH3:9])[C:2]([NH2:76])=[N:3][CH:4]=1. (8) The product is: [Br:18][C:16]1[CH:17]=[C:12]([NH:11][C:8]2[CH:7]=[CH:6][C:5]([CH:3]3[CH2:4][N:1]([CH:23]4[CH2:24][O:21][CH2:22]4)[CH2:2]3)=[CH:10][N:9]=2)[C:13](=[O:20])[N:14]([CH3:19])[CH:15]=1. Given the reactants [NH:1]1[CH2:4][CH:3]([C:5]2[CH:6]=[CH:7][C:8]([NH:11][C:12]3[C:13](=[O:20])[N:14]([CH3:19])[CH:15]=[C:16]([Br:18])[CH:17]=3)=[N:9][CH:10]=2)[CH2:2]1.[O:21]1[CH2:24][C:23](=O)[CH2:22]1.[BH3-]C#N.[Na+], predict the reaction product. (9) Given the reactants [CH2:1]=[CH:2][CH:3]([OH:6])[CH2:4][OH:5].[CH:7]1([CH:13]=O)[CH2:12][CH2:11][CH2:10][CH2:9][CH2:8]1, predict the reaction product. The product is: [CH:7]1([CH:13]2[O:6][CH:3]([CH:2]=[CH2:1])[CH2:4][O:5]2)[CH2:12][CH2:11][CH2:10][CH2:9][CH2:8]1. (10) The product is: [C:24]([S:26][CH:14]1[CH2:13][N:12]([C:9]2[S:10][CH:11]=[C:7]([C:5](=[O:6])[N:4]([CH2:3][C:1]#[N:2])[CH:21]([CH3:22])[CH3:23])[N:8]=2)[CH2:15]1)(=[O:27])[CH3:25]. Given the reactants [C:1]([CH2:3][N:4]([CH:21]([CH3:23])[CH3:22])[C:5]([C:7]1[N:8]=[C:9]([N:12]2[CH2:15][CH:14](OS(C)(=O)=O)[CH2:13]2)[S:10][CH:11]=1)=[O:6])#[N:2].[C:24]([O-:27])(=[S:26])[CH3:25].[K+], predict the reaction product.